This data is from Full USPTO retrosynthesis dataset with 1.9M reactions from patents (1976-2016). The task is: Predict the reactants needed to synthesize the given product. Given the product [NH2:10][CH2:11][C:12]1[S:13][C:14]([C:17]2[CH:22]=[CH:21][C:20]([OH:23])=[CH:19][CH:18]=2)=[N:15][N:16]=1, predict the reactants needed to synthesize it. The reactants are: C(OC(=O)[NH:10][CH2:11][C:12]1[S:13][C:14]([C:17]2[CH:22]=[CH:21][C:20]([O:23]CC3C=CC=CC=3)=[CH:19][CH:18]=2)=[N:15][N:16]=1)C1C=CC=CC=1.